This data is from Catalyst prediction with 721,799 reactions and 888 catalyst types from USPTO. The task is: Predict which catalyst facilitates the given reaction. (1) The catalyst class is: 203. Reactant: Cl[C:2]1[N:7]2[CH:8]=[CH:9][N:10]=[C:6]2[CH:5]=[C:4]([C:11]2[CH:12]=[N:13][N:14]([CH3:16])[CH:15]=2)[N:3]=1.C([Si](C(C)C)(C(C)C)[N:21]1[CH:25]=[CH:24][C:23](B(O)O)=[CH:22]1)(C)C.P([O-])([O-])([O-])=O.[K+].[K+].[K+]. Product: [CH3:16][N:14]1[CH:15]=[C:11]([C:4]2[N:3]=[C:2]([C:23]3[CH:24]=[CH:25][NH:21][CH:22]=3)[N:7]3[CH:8]=[CH:9][N:10]=[C:6]3[CH:5]=2)[CH:12]=[N:13]1. (2) Reactant: [CH2:1]([N:8]1[CH2:12][C@:11]2([OH:18])[C:13](=O)[NH:14][C:15](=O)[C@@H:10]2[CH2:9]1)[C:2]1[CH:7]=[CH:6][CH:5]=[CH:4][CH:3]=1.[H-].[H-].[H-].[H-].[Li+].[Al+3]. Product: [CH2:1]([N:8]1[CH2:12][C@:11]2([OH:18])[C@@H:10]([CH2:15][NH:14][CH2:13]2)[CH2:9]1)[C:2]1[CH:3]=[CH:4][CH:5]=[CH:6][CH:7]=1. The catalyst class is: 1. (3) Reactant: Br[C:2]1[CH:3]=[C:4]([C:9]2[N:13]3[CH:14]=[CH:15][C:16]([C:18]([F:21])([F:20])[F:19])=[N:17][C:12]3=[N:11][CH:10]=2)[CH:5]=[CH:6][C:7]=1[F:8].CC1(C)COB([C:29]2[CH:30]=[N:31][CH:32]=[C:33]([CH3:35])[CH:34]=2)OC1.C(=O)([O-])[O-].[Cs+].[Cs+]. Product: [F:8][C:7]1[CH:6]=[CH:5][C:4]([C:9]2[N:13]3[CH:14]=[CH:15][C:16]([C:18]([F:21])([F:20])[F:19])=[N:17][C:12]3=[N:11][CH:10]=2)=[CH:3][C:2]=1[C:29]1[CH:30]=[N:31][CH:32]=[C:33]([CH3:35])[CH:34]=1. The catalyst class is: 70. (4) Reactant: [NH2:1][C:2]1[N:7]([CH2:8][CH3:9])[C:6](=[O:10])[NH:5][C:4](=[O:11])[C:3]=1[N:12]=O.S(S([O-])=O)([O-])=O.[Na+].[Na+]. Product: [NH2:12][C:3]1[C:4](=[O:11])[NH:5][C:6](=[O:10])[N:7]([CH2:8][CH3:9])[C:2]=1[NH2:1]. The catalyst class is: 328. (5) Product: [CH3:8][N:9]([CH3:43])[CH2:10][CH2:11][N:12]1[CH:16]=[C:15]([C:17]2[CH:22]=[CH:21][C:20]([F:23])=[C:19]([C:24]([F:27])([F:25])[F:26])[CH:18]=2)[N:14]=[C:13]1[CH:28]1[CH2:29][CH2:30][N:31]([C:34]2[N:39]=[CH:38][N:37]=[C:36]([NH2:40])[C:35]=2[CH2:41][CH3:42])[CH2:32][CH2:33]1. Reactant: FC(F)(F)C(O)=O.[CH3:8][N:9]([CH3:43])[CH2:10][CH2:11][N:12]1[CH:16]=[C:15]([C:17]2[CH:22]=[CH:21][C:20]([F:23])=[C:19]([C:24]([F:27])([F:26])[F:25])[CH:18]=2)[N:14]=[C:13]1[CH:28]1[CH2:33][CH2:32][N:31]([C:34]2[N:39]=[CH:38][N:37]=[C:36]([NH2:40])[C:35]=2[CH:41]=[CH2:42])[CH2:30][CH2:29]1.CO. The catalyst class is: 45.